Dataset: Catalyst prediction with 721,799 reactions and 888 catalyst types from USPTO. Task: Predict which catalyst facilitates the given reaction. (1) Reactant: Cl[C:2]1[N:7]=[C:6]([NH:8][CH2:9][C:10]2[CH:15]=[CH:14][C:13]([O:16][CH3:17])=[CH:12][CH:11]=2)[C:5]([N+:18]([O-:20])=[O:19])=[CH:4][CH:3]=1.[C:21]1([OH:27])[CH:26]=[CH:25][CH:24]=[CH:23][CH:22]=1.[H-].[Na+]. Product: [CH3:17][O:16][C:13]1[CH:14]=[CH:15][C:10]([CH2:9][NH:8][C:6]2[C:5]([N+:18]([O-:20])=[O:19])=[CH:4][CH:3]=[C:2]([O:27][C:21]3[CH:26]=[CH:25][CH:24]=[CH:23][CH:22]=3)[N:7]=2)=[CH:11][CH:12]=1. The catalyst class is: 20. (2) Reactant: Cl[CH2:2][C:3]([NH:5][C:6]1[CH:11]=[CH:10][C:9]([O:12][CH:13]2[CH2:18][CH2:17][N:16]([CH:19]3[CH2:22][CH2:21][CH2:20]3)[CH2:15][CH2:14]2)=[CH:8][CH:7]=1)=[O:4].[NH:23]1[CH2:28][CH2:27][O:26][CH2:25][CH2:24]1.C(=O)([O-])[O-].[K+].[K+]. Product: [CH:19]1([N:16]2[CH2:17][CH2:18][CH:13]([O:12][C:9]3[CH:10]=[CH:11][C:6]([NH:5][C:3](=[O:4])[CH2:2][N:23]4[CH2:28][CH2:27][O:26][CH2:25][CH2:24]4)=[CH:7][CH:8]=3)[CH2:14][CH2:15]2)[CH2:22][CH2:21][CH2:20]1. The catalyst class is: 10. (3) Product: [Cl:1][C:2]1[C:7]([S:8]([N:13]2[CH2:17][CH2:16][C@H:15]([NH:18][C:19](=[O:25])[O:20][C:21]([CH3:23])([CH3:22])[CH3:24])[CH2:14]2)(=[O:10])=[O:9])=[CH:6][CH:5]=[C:4]([Cl:12])[N:3]=1. The catalyst class is: 4. Reactant: [Cl:1][C:2]1[C:7]([S:8](Cl)(=[O:10])=[O:9])=[CH:6][CH:5]=[C:4]([Cl:12])[N:3]=1.[NH:13]1[CH2:17][CH2:16][C@H:15]([NH:18][C:19](=[O:25])[O:20][C:21]([CH3:24])([CH3:23])[CH3:22])[CH2:14]1.C(N(CC)CC)C.C(=O)(O)[O-].[Na+]. (4) Reactant: Cl[C:2]1[N:9]=[C:8]([CH3:10])[CH:7]=[C:6]([NH:11][CH:12]([CH2:15][CH3:16])[CH2:13][CH3:14])[C:3]=1[C:4]#[N:5].[CH3:17][C:18]1[C:23]([OH:24])=[C:22]([CH3:25])[CH:21]=[C:20]([CH3:26])[N:19]=1. Product: [CH2:13]([CH:12]([NH:11][C:6]1[C:3]([C:4]#[N:5])=[C:2]([O:24][C:23]2[C:18]([CH3:17])=[N:19][C:20]([CH3:26])=[CH:21][C:22]=2[CH3:25])[N:9]=[C:8]([CH3:10])[CH:7]=1)[CH2:15][CH3:16])[CH3:14]. The catalyst class is: 37.